Dataset: Catalyst prediction with 721,799 reactions and 888 catalyst types from USPTO. Task: Predict which catalyst facilitates the given reaction. (1) Reactant: [CH3:1][O:2][CH2:3][C:4]1[CH:5]=[C:6]([CH:11]=[C:12]([C:14]2[CH:19]=[CH:18][C:17]([CH3:20])=[CH:16][N:15]=2)[CH:13]=1)[C:7]([O:9]C)=[O:8].[OH-].[Li+].OS(O)(=O)=O. Product: [CH3:1][O:2][CH2:3][C:4]1[CH:5]=[C:6]([CH:11]=[C:12]([C:14]2[CH:19]=[CH:18][C:17]([CH3:20])=[CH:16][N:15]=2)[CH:13]=1)[C:7]([OH:9])=[O:8]. The catalyst class is: 38. (2) Reactant: [CH3:1][O:2][C:3]1[CH:4]=[C:5]([CH2:11][CH:12]([NH:17][CH:18]=O)[C:13]([F:16])([F:15])[F:14])[CH:6]=[CH:7][C:8]=1[O:9][CH3:10].O=P(Cl)(Cl)Cl. Product: [CH3:1][O:2][C:3]1[CH:4]=[C:5]2[C:6](=[CH:7][C:8]=1[O:9][CH3:10])[CH:18]=[N:17][CH:12]([C:13]([F:14])([F:15])[F:16])[CH2:11]2. The catalyst class is: 10. (3) Reactant: P(Cl)(Cl)(Cl)=O.[NH:6]([C:8](=[S:10])[NH2:9])[NH2:7].[Cl:11][C:12]1[CH:13]=[C:14]([CH:18]=[CH:19][C:20]=1[O:21][CH:22]([CH3:24])[CH3:23])[C:15](Cl)=O. Product: [Cl:11][C:12]1[CH:13]=[C:14]([C:15]2[S:10][C:8]([NH2:9])=[N:6][N:7]=2)[CH:18]=[CH:19][C:20]=1[O:21][CH:22]([CH3:23])[CH3:24]. The catalyst class is: 8. (4) Reactant: C([Li])(C)(C)C.[C:6]1([S:12]([N:15]2[C:23]3[C:18](=[CH:19][C:20]([CH:24]([C:34]4[CH:39]=[CH:38][CH:37]=[CH:36][CH:35]=4)[CH2:25][O:26][Si:27]([C:30]([CH3:33])([CH3:32])[CH3:31])([CH3:29])[CH3:28])=[CH:21][CH:22]=3)[CH:17]=[CH:16]2)(=[O:14])=[O:13])[CH:11]=[CH:10][CH:9]=[CH:8][CH:7]=1.[CH3:40][N:41](C)CCN(C)C.C1(N=C=O)C=CC=CC=1. Product: [C:6]1([S:12]([N:15]2[C:23]3[C:18](=[CH:19][C:20]([CH:24]([C:34]4[CH:35]=[CH:36][CH:37]=[CH:38][CH:39]=4)[CH2:25][O:26][Si:27]([C:30]([CH3:33])([CH3:32])[CH3:31])([CH3:28])[CH3:29])=[CH:21][CH:22]=3)[CH:17]=[C:16]2[C:40]#[N:41])(=[O:14])=[O:13])[CH:7]=[CH:8][CH:9]=[CH:10][CH:11]=1. The catalyst class is: 7. (5) Reactant: [NH2:1][CH:2]1[CH2:7][CH2:6][CH:5]([C:8]([O:10][CH2:11][C:12]2[CH:17]=[CH:16][CH:15]=[CH:14][CH:13]=2)=[O:9])[CH2:4][CH2:3]1.[C:18]([N:25]1[CH2:32][CH2:31][CH2:30][C@H:26]1[C:27](O)=[O:28])([O:20][C:21]([CH3:24])([CH3:23])[CH3:22])=[O:19].C1C=CC2N(O)N=NC=2C=1.C(N(CC)CC)C.CCN=C=NCCCN(C)C.Cl. The catalyst class is: 2. Product: [C:21]([O:20][C:18]([N:25]1[CH2:32][CH2:31][CH2:30][CH:26]1[C:27]([NH:1][C@@H:2]1[CH2:7][CH2:6][C@H:5]([C:8]([O:10][CH2:11][C:12]2[CH:13]=[CH:14][CH:15]=[CH:16][CH:17]=2)=[O:9])[CH2:4][CH2:3]1)=[O:28])=[O:19])([CH3:24])([CH3:23])[CH3:22].